Predict the product of the given reaction. From a dataset of Forward reaction prediction with 1.9M reactions from USPTO patents (1976-2016). (1) Given the reactants CS[C:3]1[S:4]/[C:5](=[CH:9]\[C:10]2[CH:11]=[C:12]3[C:17](=[CH:18][CH:19]=2)[N:16]=[CH:15][CH:14]=[CH:13]3)/[C:6](=[O:8])[N:7]=1.[NH2:20][C@H:21]([CH:24]([CH3:26])[CH3:25])[CH2:22][OH:23].CCN(C(C)C)C(C)C, predict the reaction product. The product is: [OH:23][CH2:22][C@H:21]([NH:20][C:3]1[S:4]/[C:5](=[CH:9]\[C:10]2[CH:11]=[C:12]3[C:17](=[CH:18][CH:19]=2)[N:16]=[CH:15][CH:14]=[CH:13]3)/[C:6](=[O:8])[N:7]=1)[CH:24]([CH3:26])[CH3:25]. (2) Given the reactants C([N:4]1[CH2:21][CH2:20][CH2:19][CH2:18][O:17][CH2:16][CH2:15][C@@H:14]([CH3:22])[CH2:13][C@@H:12]([C@H:23]([OH:39])[CH2:24][NH:25][C:26]2([C:29]3[CH:34]=[CH:33][CH:32]=[C:31]([C:35]([CH3:38])([CH3:37])[CH3:36])[CH:30]=3)[CH2:28][CH2:27]2)[NH:11][C:10](=[O:40])[C:9]2=[CH:41][C:5]1=[N:6][C:7]([CH3:42])=[CH:8]2)(=O)C.[OH-].[Na+], predict the reaction product. The product is: [C:35]([C:31]1[CH:30]=[C:29]([C:26]2([NH:25][CH2:24][C@H:23]([C@H:12]3[NH:11][C:10](=[O:40])[C:9]4=[CH:41][C:5](=[N:6][C:7]([CH3:42])=[CH:8]4)[NH:4][CH2:21][CH2:20][CH2:19][CH2:18][O:17][CH2:16][CH2:15][C@@H:14]([CH3:22])[CH2:13]3)[OH:39])[CH2:28][CH2:27]2)[CH:34]=[CH:33][CH:32]=1)([CH3:38])([CH3:37])[CH3:36]. (3) Given the reactants [C:1]([O:4][C:5]1[CH:6]=[C:7]2[C:12](=[CH:13][CH:14]=1)[N:11]=[C:10]([C:15]1[CH:20]=[CH:19][CH:18]=[C:17]([NH2:21])[CH:16]=1)[N:9]=[C:8]2[NH:22][C:23]1[CH:24]=[C:25]2[C:29](=[CH:30][CH:31]=1)[N:28]([C:32]([O:34][C:35]([CH3:38])([CH3:37])[CH3:36])=[O:33])[N:27]=[CH:26]2)(=[O:3])[CH3:2].Cl.[C:40](Cl)(=[O:47])[C:41]1[CH:46]=[CH:45][CH:44]=[N:43][CH:42]=1.CCN(C(C)C)C(C)C, predict the reaction product. The product is: [C:1]([O:4][C:5]1[CH:6]=[C:7]2[C:12](=[CH:13][CH:14]=1)[N:11]=[C:10]([C:15]1[CH:20]=[CH:19][CH:18]=[C:17]([NH:21][C:40](=[O:47])[C:41]3[CH:46]=[CH:45][CH:44]=[N:43][CH:42]=3)[CH:16]=1)[N:9]=[C:8]2[NH:22][C:23]1[CH:24]=[C:25]2[C:29](=[CH:30][CH:31]=1)[N:28]([C:32]([O:34][C:35]([CH3:38])([CH3:37])[CH3:36])=[O:33])[N:27]=[CH:26]2)(=[O:3])[CH3:2]. (4) The product is: [F:1][C:2]1[CH:3]=[CH:4][C:5]([CH2:6][N:7]2[C:16]3[C:11](=[CH:12][CH:13]=[CH:14][CH:15]=3)[CH2:10][C@H:9]([NH2:17])[CH2:8]2)=[CH:28][CH:29]=1. Given the reactants [F:1][C:2]1[CH:29]=[CH:28][C:5]([CH2:6][N:7]2[C:16]3[C:11](=[CH:12][CH:13]=[CH:14][CH:15]=3)[CH2:10][C@H:9]([NH:17]C(=O)[C@@H](O)C3C=CC=CC=3)[CH2:8]2)=[CH:4][CH:3]=1.S(=O)(=O)(O)O, predict the reaction product. (5) Given the reactants [S:1]([C:5]1[CH:6]=[C:7]([C:11]2[N:29](COCC[Si](C)(C)C)[C:14]3=[N:15][CH:16]=[CH:17][C:18]([C:19]4[CH:20]=[C:21]([NH:25][C:26](=[O:28])[CH3:27])[CH:22]=[CH:23][CH:24]=4)=[C:13]3[CH:12]=2)[CH:8]=[CH:9][CH:10]=1)(=[O:4])(=[O:3])[NH2:2].O.O.O.[F-].C([N+](CCCC)(CCCC)CCCC)CCC.CN(C=O)C, predict the reaction product. The product is: [NH2:2][S:1]([C:5]1[CH:6]=[C:7]([C:11]2[NH:29][C:14]3=[N:15][CH:16]=[CH:17][C:18]([C:19]4[CH:20]=[C:21]([NH:25][C:26](=[O:28])[CH3:27])[CH:22]=[CH:23][CH:24]=4)=[C:13]3[CH:12]=2)[CH:8]=[CH:9][CH:10]=1)(=[O:3])=[O:4].